Dataset: Full USPTO retrosynthesis dataset with 1.9M reactions from patents (1976-2016). Task: Predict the reactants needed to synthesize the given product. (1) Given the product [CH:1](=[C:8]1[CH:16]([NH:26][CH:19]2[CH2:25][CH2:24][CH2:23][CH2:22][CH2:21][CH2:20]2)[C:15]2[C:10](=[CH:11][CH:12]=[CH:13][CH:14]=2)[C:9]1=[O:18])[C:2]1[CH:7]=[CH:6][CH:5]=[CH:4][CH:3]=1, predict the reactants needed to synthesize it. The reactants are: [CH:1](=[C:8]1[CH:16](Br)[C:15]2[C:10](=[CH:11][CH:12]=[CH:13][CH:14]=2)[C:9]1=[O:18])[C:2]1[CH:7]=[CH:6][CH:5]=[CH:4][CH:3]=1.[CH:19]1([NH2:26])[CH2:25][CH2:24][CH2:23][CH2:22][CH2:21][CH2:20]1. (2) Given the product [F:40][CH2:41][CH2:42][NH:43][C:32]([NH:19][C:18]1[CH:17]=[CH:16][C:15]([C:12]2[N:11]=[C:10]([N:22]3[CH2:27][CH2:26][O:25][CH2:24][CH2:23]3)[C:9]3[C:14](=[C:5]4[CH:4]=[CH:3][N:2]([CH3:1])[C:6]4=[CH:7][CH:8]=3)[N:13]=2)=[CH:21][CH:20]=1)=[O:38], predict the reactants needed to synthesize it. The reactants are: [CH3:1][N:2]1[C:6]2=[CH:7][CH:8]=[C:9]3[C:14]([N:13]=[C:12]([C:15]4[CH:21]=[CH:20][C:18]([NH2:19])=[CH:17][CH:16]=4)[N:11]=[C:10]3[N:22]3[CH2:27][CH2:26][O:25][CH2:24][CH2:23]3)=[C:5]2[CH:4]=[CH:3]1.ClC(Cl)(O[C:32](=[O:38])OC(Cl)(Cl)Cl)Cl.[F:40][CH2:41][CH2:42][NH2:43]. (3) Given the product [Br:14][C:15]1[C:16]([F:23])=[C:17]([CH:4]([C:5]([O:7][CH2:8][CH3:9])=[O:6])[C:3]([O:11][CH2:12][CH3:13])=[O:10])[CH:18]=[CH:19][CH:20]=1, predict the reactants needed to synthesize it. The reactants are: [H-].[Na+].[C:3]([O:11][CH2:12][CH3:13])(=[O:10])[CH2:4][C:5]([O:7][CH2:8][CH3:9])=[O:6].[Br:14][C:15]1[CH:20]=[CH:19][CH:18]=[C:17](CCl)[C:16]=1[F:23]. (4) Given the product [F:8][C:6]1[CH:5]=[C:4]([CH2:9][C:10]([NH:12][C@H:13]([C:15]([NH:18][N:19]2[C:25](=[O:26])[CH:24]([CH2:27][CH:28]3[CH2:30][CH2:29]3)[C:23]3[CH:31]=[CH:32][CH:33]=[CH:34][C:22]=3[C:21]3[CH:35]=[CH:36][CH:37]=[CH:38][C:20]2=3)=[O:17])[CH3:14])=[O:11])[CH:3]=[C:2]([F:1])[CH:7]=1, predict the reactants needed to synthesize it. The reactants are: [F:1][C:2]1[CH:3]=[C:4]([CH2:9][C:10]([NH:12][C@H:13]([C:15]([OH:17])=O)[CH3:14])=[O:11])[CH:5]=[C:6]([F:8])[CH:7]=1.[NH2:18][N:19]1[C:25](=[O:26])[CH:24]([CH2:27][CH:28]2[CH2:30][CH2:29]2)[C:23]2[CH:31]=[CH:32][CH:33]=[CH:34][C:22]=2[C:21]2[CH:35]=[CH:36][CH:37]=[CH:38][C:20]1=2.